This data is from Full USPTO retrosynthesis dataset with 1.9M reactions from patents (1976-2016). The task is: Predict the reactants needed to synthesize the given product. (1) Given the product [ClH:1].[NH2:15][C@@H:16]([CH2:49][C:50]1[CH:51]=[CH:52][CH:53]=[CH:54][CH:55]=1)[C:17]([NH:19][CH2:20][C:21](=[C:23]1[CH2:28][CH2:27][CH2:26][N:25]([C:29]2[C:38]([O:39][CH3:40])=[C:37]3[C:32]([C:33](=[O:47])[C:34]([C:44]([OH:46])=[O:45])=[CH:35][N:36]3[CH:41]3[CH2:42][CH2:43]3)=[CH:31][C:30]=2[F:48])[CH2:24]1)[F:22])=[O:18], predict the reactants needed to synthesize it. The reactants are: [ClH:1].O1CCOCC1.C(OC([NH:15][C@@H:16]([CH2:49][C:50]1[CH:55]=[CH:54][CH:53]=[CH:52][CH:51]=1)[C:17]([NH:19][CH2:20][C:21](=[C:23]1[CH2:28][CH2:27][CH2:26][N:25]([C:29]2[C:38]([O:39][CH3:40])=[C:37]3[C:32]([C:33](=[O:47])[C:34]([C:44]([OH:46])=[O:45])=[CH:35][N:36]3[CH:41]3[CH2:43][CH2:42]3)=[CH:31][C:30]=2[F:48])[CH2:24]1)[F:22])=[O:18])=O)(C)(C)C. (2) Given the product [C:1]1([C:7]2[CH:12]=[C:11]([CH2:13][CH2:14][S:15](=[O:19])(=[O:20])[N:16]([CH3:17])[CH3:18])[CH:10]=[CH:9][C:8]=2[NH:21][C:22]([C:24]2[NH:25][CH:26]=[C:27]([C:29]#[N:30])[N:28]=2)=[O:23])[CH2:6][CH2:5][CH2:4][CH2:3][CH:2]=1, predict the reactants needed to synthesize it. The reactants are: [C:1]1([C:7]2[CH:12]=[C:11]([CH2:13][CH2:14][S:15](=[O:20])(=[O:19])[N:16]([CH3:18])[CH3:17])[CH:10]=[CH:9][C:8]=2[NH:21][C:22]([C:24]2[N:25](COCC[Si](C)(C)C)[CH:26]=[C:27]([C:29]#[N:30])[N:28]=2)=[O:23])[CH2:6][CH2:5][CH2:4][CH2:3][CH:2]=1.CCO.C(O)(C(F)(F)F)=O.CO. (3) Given the product [NH:14]1[CH:15]=[C:16]([CH2:18][CH2:19][CH2:20][OH:21])[C:17]2[CH2:8][CH2:9][CH2:10][CH2:11][CH2:12][C:13]1=2, predict the reactants needed to synthesize it. The reactants are: [H-].[Al+3].[Li+].[H-].[H-].[H-].O=[C:8]1[C:17]2[C:16]([CH2:18][CH2:19][C:20](O)=[O:21])=[CH:15][NH:14][C:13]=2[CH2:12][CH2:11][CH2:10][CH2:9]1.[OH-].[Na+].S([O-])([O-])(=O)=O.[Na+].[Na+].